From a dataset of Catalyst prediction with 721,799 reactions and 888 catalyst types from USPTO. Predict which catalyst facilitates the given reaction. Reactant: Cl.[Br:2][C:3]1[CH:8]=[CH:7][N:6]=[CH:5][CH:4]=1.C([N-]C(C)C)(C)C.[Li+].CN([CH:20]=[O:21])C. Product: [Br:2][C:3]1[CH:8]=[CH:7][N:6]=[CH:5][C:4]=1[CH:20]=[O:21]. The catalyst class is: 1.